This data is from Reaction yield outcomes from USPTO patents with 853,638 reactions. The task is: Predict the reaction yield, written as a fraction of the theoretical maximum amount of product (1.0 means a 100% yield; for example, 0.34 means a 34% yield). (1) The reactants are [Si:1]([O:8][CH2:9][C@H:10]1[O:15][C:14]([C:18]2[CH:23]=[CH:22][C:21]([Cl:24])=[C:20]([CH2:25][C:26]3[CH:35]=[CH:34][C:29]4[O:30][CH2:31][CH2:32][O:33][C:28]=4[CH:27]=3)[CH:19]=2)([O:16][CH3:17])[C@H:13]([OH:36])[C@@H:12]([OH:37])[C@@H:11]1[OH:38])([C:4]([CH3:7])([CH3:6])[CH3:5])([CH3:3])[CH3:2].[H-].[Na+].[CH2:41](Br)[C:42]1[CH:47]=[CH:46][CH:45]=[CH:44][CH:43]=1.[Cl-].[NH4+]. The catalyst is C1COCC1.CN(C=O)C. The product is [C:4]([Si:1]([CH3:3])([CH3:2])[O:8][CH2:9][C@@H:10]1[C@@H:11]([O:38][CH2:41][C:42]2[CH:47]=[CH:46][CH:45]=[CH:44][CH:43]=2)[C@H:12]([O:37][CH2:25][C:26]2[CH:35]=[CH:34][CH:29]=[CH:28][CH:27]=2)[C@@H:13]([O:36][CH2:14][C:18]2[CH:23]=[CH:22][CH:21]=[CH:20][CH:19]=2)[C:14]([C:18]2[CH:23]=[CH:22][C:21]([Cl:24])=[C:20]([CH2:25][C:26]3[CH:35]=[CH:34][C:29]4[O:30][CH2:31][CH2:32][O:33][C:28]=4[CH:27]=3)[CH:19]=2)([O:16][CH3:17])[O:15]1)([CH3:7])([CH3:5])[CH3:6]. The yield is 0.930. (2) The reactants are C(OC([NH:8][CH:9]1[CH2:13][CH2:12][N:11]([CH2:14][C:15]2[CH:20]=[CH:19][C:18]([Cl:21])=[CH:17][CH:16]=2)[CH2:10]1)=O)(C)(C)C.[ClH:22].CCOCC. The catalyst is CO. The product is [ClH:21].[ClH:22].[NH2:8][CH:9]1[CH2:13][CH2:12][N:11]([CH2:14][C:15]2[CH:20]=[CH:19][C:18]([Cl:21])=[CH:17][CH:16]=2)[CH2:10]1. The yield is 0.850. (3) The reactants are Br[C:2]1[CH:3]=[CH:4][CH:5]=[C:6]2[C:11]=1[N:10]=[CH:9][CH:8]=[C:7]2[O:12][C@H:13]1[CH2:18][CH2:17][C@H:16]([NH:19][C:20](=[O:28])[C:21]2[CH:26]=[CH:25][CH:24]=[C:23]([F:27])[CH:22]=2)[CH2:15][CH2:14]1.C(=O)([O-])[O-].[Na+].[Na+].[CH3:35][N:36](C)C(=O)C. The catalyst is O.[Cl-].[Na+].C([O-])(=O)C.[Pd+2].C([O-])(=O)C.[C-]#N.[C-]#N.[C-]#N.[C-]#N.[C-]#N.[C-]#N.[K+].[K+].[K+].[K+].[Fe+6]. The product is [C:35]([C:2]1[CH:3]=[CH:4][CH:5]=[C:6]2[C:11]=1[N:10]=[CH:9][CH:8]=[C:7]2[O:12][C@H:13]1[CH2:18][CH2:17][C@H:16]([NH:19][C:20](=[O:28])[C:21]2[CH:26]=[CH:25][CH:24]=[C:23]([F:27])[CH:22]=2)[CH2:15][CH2:14]1)#[N:36]. The yield is 0.430. (4) The reactants are [CH3:1][N:2]([CH3:19])[C:3](=[O:18])[O:4][C:5]1[CH:10]=[CH:9][C:8]([CH:11]([OH:15])[CH2:12][CH2:13][OH:14])=[C:7]([CH:16]=[CH2:17])[CH:6]=1.C(N([CH2:25][CH3:26])CC)C.[C:27]([Si:31]([CH3:34])([CH3:33])Cl)([CH3:30])([CH3:29])[CH3:28].O. The catalyst is ClCCl.CN(C)C1C=CN=CC=1. The product is [CH3:19][N:2]([CH3:1])[C:3](=[O:18])[O:4][C:5]1[CH:10]=[CH:9][C:8]([CH:11]([OH:15])[CH2:12][CH2:13][O:14][Si:31]([C:27]([CH3:30])([CH3:29])[CH3:28])([C:34]2[CH:26]=[CH:25][CH:12]=[CH:11][CH:8]=2)[C:33]2[CH:9]=[CH:10][CH:5]=[CH:6][CH:7]=2)=[C:7]([CH:16]=[CH2:17])[CH:6]=1. The yield is 0.700. (5) The yield is 0.160. The product is [Cl:1][C:2]1[C:7]([NH:8][C:9](=[O:18])[C:10]2[CH:15]=[CH:14][C:13]([F:16])=[CH:12][C:11]=2[F:17])=[CH:6][C:5]([C:29]2[CH:30]=[CH:31][C:32]3[N:33]=[CH:34][N:35]=[C:36]([O:39][CH:40]4[CH2:45][CH2:44][O:43][CH2:42][CH2:41]4)[C:37]=3[N:38]=2)=[CH:4][N:3]=1. The catalyst is O1CCOCC1.C1C=CC(P(C2C=CC=CC=2)[C-]2C=CC=C2)=CC=1.C1C=CC(P(C2C=CC=CC=2)[C-]2C=CC=C2)=CC=1.Cl[Pd]Cl.[Fe+2].C(Cl)Cl. The reactants are [Cl:1][C:2]1[C:7]([NH:8][C:9](=[O:18])[C:10]2[CH:15]=[CH:14][C:13]([F:16])=[CH:12][C:11]=2[F:17])=[CH:6][C:5](B2OC(C)(C)C(C)(C)O2)=[CH:4][N:3]=1.Cl[C:29]1[CH:30]=[CH:31][C:32]2[N:33]=[CH:34][N:35]=[C:36]([O:39][CH:40]3[CH2:45][CH2:44][O:43][CH2:42][CH2:41]3)[C:37]=2[N:38]=1.C(=O)(O)[O-].[Na+]. (6) The reactants are C1(CC([C:11]2[CH:16]=[CH:15][CH:14]=[C:13]([N+:17]([O-:19])=[O:18])[CH:12]=2)C(O)=O)CCCC1.[C:20](Cl)(=[O:24])[C:21](Cl)=O.[NH2:26][C:27]1[S:28][CH:29]=[CH:30][N:31]=1.C(N(CC)[CH:36]([CH3:38])[CH3:37])(C)C.O1C[CH2:44][CH2:43][CH2:42]1. The catalyst is C(Cl)Cl.CN(C)C=O. The product is [CH:36]1([CH2:37][CH:21]([C:12]2[CH:11]=[CH:16][CH:15]=[CH:14][C:13]=2[N+:17]([O-:19])=[O:18])[C:20]([NH:26][C:27]2[S:28][CH:29]=[CH:30][N:31]=2)=[O:24])[CH2:38][CH2:44][CH2:43][CH2:42]1. The yield is 0.722. (7) The product is [Cl:1][C:2]1[C:3]([O:12][C:13]2[CH:18]=[C:17]([O:19][CH2:20][CH2:21][C:22]([OH:25])([CH3:24])[CH3:23])[CH:16]=[CH:15][C:14]=2/[CH:26]=[CH:27]/[C:28]([OH:30])=[O:29])=[N:4][CH:5]=[C:6]([C:8]([F:9])([F:11])[F:10])[CH:7]=1. The reactants are [Cl:1][C:2]1[C:3]([O:12][C:13]2[CH:18]=[C:17]([O:19][CH2:20][CH2:21][C:22]([OH:25])([CH3:24])[CH3:23])[CH:16]=[CH:15][C:14]=2/[CH:26]=[CH:27]/[C:28]([O:30]CC)=[O:29])=[N:4][CH:5]=[C:6]([C:8]([F:11])([F:10])[F:9])[CH:7]=1.[OH-].[Na+].Cl. The yield is 0.850. The catalyst is O1CCCC1.C(O)C.C(OCC)(=O)C.